Dataset: Full USPTO retrosynthesis dataset with 1.9M reactions from patents (1976-2016). Task: Predict the reactants needed to synthesize the given product. (1) Given the product [N:9]1[C:10]2[C:5](=[CH:4][CH:3]=[C:2]([C:32]3[CH:33]=[CH:34][C:29]([S:26]([N:23]4[CH2:24][CH2:25][C:19]5([O:18][CH2:17][C:16](=[O:44])[N:15]([CH:12]6[CH2:13][CH2:14]6)[CH2:20]5)[CH2:21][CH2:22]4)(=[O:28])=[O:27])=[CH:30][CH:31]=3)[CH:11]=2)[CH:6]=[CH:7][N:8]=1, predict the reactants needed to synthesize it. The reactants are: Br[C:2]1[CH:11]=[C:10]2[C:5]([CH:6]=[CH:7][N:8]=[N:9]2)=[CH:4][CH:3]=1.[CH:12]1([N:15]2[CH2:20][C:19]3([CH2:25][CH2:24][N:23]([S:26]([C:29]4[CH:34]=[CH:33][C:32](B5OC(C)(C)C(C)(C)O5)=[CH:31][CH:30]=4)(=[O:28])=[O:27])[CH2:22][CH2:21]3)[O:18][CH2:17][C:16]2=[O:44])[CH2:14][CH2:13]1. (2) Given the product [CH3:24][C:25]1[N:14]([NH:13][C:11]([C:6]2[NH:7][C:8]3[C:4]([CH:5]=2)=[CH:3][C:2]([Cl:1])=[CH:10][CH:9]=3)=[O:12])[C:15](=[O:23])[C:16]2[C:17](=[CH:18][CH:19]=[CH:20][CH:21]=2)[N:22]=1, predict the reactants needed to synthesize it. The reactants are: [Cl:1][C:2]1[CH:3]=[C:4]2[C:8](=[CH:9][CH:10]=1)[NH:7][C:6]([C:11]([NH:13][NH:14][C:15](=[O:23])[C:16]1[CH:21]=[CH:20][CH:19]=[CH:18][C:17]=1[NH2:22])=[O:12])=[CH:5]2.[C:24]([O-])([O-])(OC)[CH3:25].CS(O)(=O)=O.O. (3) Given the product [C:16]([C:6]1[C:5]([OH:4])=[C:10]([O:11][CH3:12])[CH:9]=[C:8]([C:13]#[N:14])[C:7]=1[S:18][C:19]1[CH:27]=[CH:26][C:22]([C:23]([OH:25])=[O:24])=[CH:21][CH:20]=1)#[N:17], predict the reactants needed to synthesize it. The reactants are: C([O:4][C:5]1[C:10]([O:11][CH3:12])=[CH:9][C:8]([C:13]#[N:14])=[C:7](Br)[C:6]=1[C:16]#[N:17])(=O)C.[SH:18][C:19]1[CH:27]=[CH:26][C:22]([C:23]([OH:25])=[O:24])=[CH:21][CH:20]=1.C(Cl)Cl.O.